From a dataset of Forward reaction prediction with 1.9M reactions from USPTO patents (1976-2016). Predict the product of the given reaction. (1) Given the reactants C([C@@H]1COC(=O)N1C(=O)[C@H]([CH2:19][S:20]([Cl:23])(=[O:22])=[O:21])C(C)C)C1C=CC=CC=1.[CH3:25][O:26][C:27]([C:29]1(SC(=O)C)[CH2:34][CH2:33][CH2:32][CH2:31][CH:30]1C)=[O:28], predict the reaction product. The product is: [CH3:25][O:26][C:27]([C:29]1([CH2:19][S:20]([Cl:23])(=[O:22])=[O:21])[CH2:30][CH2:31][CH2:32][CH2:33][CH2:34]1)=[O:28]. (2) The product is: [CH:1]1([S:4]([C:7]2[CH:8]=[CH:9][C:10]([CH:13]([C:21]3[NH:25][C:24]([C:26]4[N:31]=[CH:30][C:29]([CH2:32][C:33]([N:36]5[CH2:41][CH2:40][O:39][CH2:38][CH2:37]5)=[O:34])=[CH:28][CH:27]=4)=[CH:23][CH:22]=3)[CH2:14][CH:15]3[CH2:20][CH2:19][O:18][CH2:17][CH2:16]3)=[CH:11][CH:12]=2)(=[O:6])=[O:5])[CH2:2][CH2:3]1. Given the reactants [CH:1]1([S:4]([C:7]2[CH:12]=[CH:11][C:10]([CH:13]([C:21]3[NH:25][C:24]([C:26]4[N:31]=[CH:30][C:29]([CH2:32][C:33](O)=[O:34])=[CH:28][CH:27]=4)=[CH:23][CH:22]=3)[CH2:14][CH:15]3[CH2:20][CH2:19][O:18][CH2:17][CH2:16]3)=[CH:9][CH:8]=2)(=[O:6])=[O:5])[CH2:3][CH2:2]1.[NH:36]1[CH2:41][CH2:40][O:39][CH2:38][CH2:37]1.Cl.CN(C)CCCN=C=NCC.ON1C2C=CC=CC=2N=N1, predict the reaction product.